From a dataset of Forward reaction prediction with 1.9M reactions from USPTO patents (1976-2016). Predict the product of the given reaction. (1) Given the reactants [NH2:1][C:2]1([C:8]([O:10][CH2:11][C:12]2[CH:17]=[CH:16][CH:15]=[CH:14][CH:13]=2)=[O:9])[CH2:7][CH2:6][CH2:5][CH2:4][CH2:3]1.[C:18](OC(OC(C)(C)C)=O)(OC(C)(C)C)=[O:19].C(N(CC)CC)C.[S:40]1[CH2:44][CH2:43][NH:42][CH2:41]1, predict the reaction product. The product is: [CH2:11]([O:10][C:8]([C:2]1([NH:1][C:18]([N:42]2[CH2:43][CH2:44][S:40][CH2:41]2)=[O:19])[CH2:7][CH2:6][CH2:5][CH2:4][CH2:3]1)=[O:9])[C:12]1[CH:13]=[CH:14][CH:15]=[CH:16][CH:17]=1. (2) Given the reactants [F:1][C:2]1[CH:7]=[CH:6][CH:5]=[CH:4][C:3]=1[N:8]1[C:13]2[CH:14]=[CH:15][CH:16]=[CH:17][C:12]=2[CH2:11][N:10]([CH2:18][CH2:19][C@H:20]2[CH2:22][O:21]2)[S:9]1(=[O:24])=[O:23].C(O)C.[CH3:28][NH2:29], predict the reaction product. The product is: [F:1][C:2]1[CH:7]=[CH:6][CH:5]=[CH:4][C:3]=1[N:8]1[C:13]2[CH:14]=[CH:15][CH:16]=[CH:17][C:12]=2[CH2:11][N:10]([CH2:18][CH2:19][C@H:20]([OH:21])[CH2:22][NH:29][CH3:28])[S:9]1(=[O:23])=[O:24]. (3) Given the reactants [C:1]([C:4]1[CH:11]=[CH:10][C:7]([CH:8]=[O:9])=[CH:6][CH:5]=1)([OH:3])=[O:2].[F:12][C:13]([F:21])([C:17]([F:20])([F:19])[F:18])[CH:14](O)[CH3:15].C(Cl)CCl.CCCCCC, predict the reaction product. The product is: [CH:8]([C:7]1[CH:10]=[CH:11][C:4]([C:1]([O:3][CH:14]([C:13]([F:21])([F:12])[C:17]([F:20])([F:19])[F:18])[CH3:15])=[O:2])=[CH:5][CH:6]=1)=[O:9]. (4) Given the reactants N12CCN(CC1)CC2.[CH2:9]([O:11][C:12]([C:14]1[C:19](=[O:20])[NH:18][C:17]2[CH:21]=[CH:22][S:23][C:16]=2[C:15]=1Cl)=[O:13])[CH3:10].[N:25]1([C:31]([C:33]2[S:34][CH:35]=[CH:36][CH:37]=2)=[O:32])[CH2:30][CH2:29][NH:28][CH2:27][CH2:26]1, predict the reaction product. The product is: [CH2:9]([O:11][C:12]([C:14]1[C:19](=[O:20])[NH:18][C:17]2[CH:21]=[CH:22][S:23][C:16]=2[C:15]=1[N:28]1[CH2:29][CH2:30][N:25]([C:31]([C:33]2[S:34][CH:35]=[CH:36][CH:37]=2)=[O:32])[CH2:26][CH2:27]1)=[O:13])[CH3:10]. (5) Given the reactants [CH3:1][C:2]1[CH:11]=[C:10]([N:12]2[CH2:16][CH2:15][CH2:14][CH2:13]2)[C:9]2[C:4](=[CH:5][C:6]([OH:17])=[CH:7][CH:8]=2)[N:3]=1.Cl.Cl[CH2:20][CH2:21][N:22]1[CH2:27][CH2:26][O:25][CH2:24][CH2:23]1, predict the reaction product. The product is: [CH3:1][C:2]1[CH:11]=[C:10]([N:12]2[CH2:16][CH2:15][CH2:14][CH2:13]2)[C:9]2[C:4](=[CH:5][C:6]([O:17][CH2:20][CH2:21][N:22]3[CH2:27][CH2:26][O:25][CH2:24][CH2:23]3)=[CH:7][CH:8]=2)[N:3]=1. (6) The product is: [CH3:4][C:2]([C:1]([O:6][CH2:7][CH2:8][OH:9])=[O:5])=[CH2:3]. Given the reactants [C:1]([O:6][CH2:7][CH2:8][O:9]C(=O)C(C)=C)(=[O:5])[C:2]([CH3:4])=[CH2:3].S([O-])(OCCCCCCCCCCCC)(=O)=O.[Na+], predict the reaction product. (7) The product is: [NH2:2][CH2:1][C:3]1[CH:4]=[CH:5][C:6]([C:9]2[N:13]([C:14]3[CH:15]=[N:16][C:17]([CH3:20])=[CH:18][CH:19]=3)[N:12]=[C:11]([C:21]([N:23]3[CH2:24][CH2:25][C:26]([F:29])([F:30])[CH2:27][CH2:28]3)=[O:22])[CH:10]=2)=[N:7][CH:8]=1. Given the reactants [C:1]([C:3]1[CH:4]=[CH:5][C:6]([C:9]2[N:13]([C:14]3[CH:15]=[N:16][C:17]([CH3:20])=[CH:18][CH:19]=3)[N:12]=[C:11]([C:21]([N:23]3[CH2:28][CH2:27][C:26]([F:30])([F:29])[CH2:25][CH2:24]3)=[O:22])[CH:10]=2)=[N:7][CH:8]=1)#[N:2], predict the reaction product.